This data is from CYP3A4 inhibition data for predicting drug metabolism from PubChem BioAssay. The task is: Regression/Classification. Given a drug SMILES string, predict its absorption, distribution, metabolism, or excretion properties. Task type varies by dataset: regression for continuous measurements (e.g., permeability, clearance, half-life) or binary classification for categorical outcomes (e.g., BBB penetration, CYP inhibition). Dataset: cyp3a4_veith. (1) The drug is CCOCCCN1C(=O)CN(C2CCCCC2)C(=O)C1c1ccc(OCC)c(OC)c1. The result is 1 (inhibitor). (2) The molecule is COc1ccccc1CN1CCC2(CC1)CCN(C(=O)c1ccncc1)CC2. The result is 1 (inhibitor). (3) The compound is c1c[nH]c(CN2CCOCC2)n1. The result is 0 (non-inhibitor).